This data is from Reaction yield outcomes from USPTO patents with 853,638 reactions. The task is: Predict the reaction yield, written as a fraction of the theoretical maximum amount of product (1.0 means a 100% yield; for example, 0.34 means a 34% yield). (1) The reactants are Cl[C:2]1[N:7]=[C:6]([NH:8][CH3:9])[N:5]=[C:4]([NH:10][CH2:11][C:12]#[CH:13])[N:3]=1.[F:14][C:15]([F:22])([C:18]([F:21])([F:20])[F:19])[CH2:16][NH2:17].C(NC1N=C(NC)N=C(NCC#C)N=1)C. No catalyst specified. The product is [CH3:9][NH:8][C:6]1[N:7]=[C:2]([NH:17][CH2:16][C:15]([F:22])([F:14])[C:18]([F:21])([F:20])[F:19])[N:3]=[C:4]([NH:10][CH2:11][C:12]#[CH:13])[N:5]=1. The yield is 0.580. (2) The reactants are [C:1]([O:4][C:5]1[C:6](=[CH:10][CH:11]=[CH:12][CH:13]=1)[C:7]([OH:9])=[O:8])(=[O:3])[CH3:2].OC1C2N=NNC=2C=CC=1.C1CCC(N=C=NC2CCCCC2)CC1.O[C:40]1[CH:45]=[CH:44][C:43]([C:46]2[S:50][S:49][C:48](=[S:51])[CH:47]=2)=[CH:42][CH:41]=1. The catalyst is CN(C)C=O.C(OCC)(=O)C. The product is [C:1]([O:4][C:5]1[CH:13]=[CH:12][CH:11]=[CH:10][C:6]=1[C:7]([O:9][C:40]1[CH:41]=[CH:42][C:43]([C:46]2[S:50][S:49][C:48](=[S:51])[CH:47]=2)=[CH:44][CH:45]=1)=[O:8])(=[O:3])[CH3:2]. The yield is 0.400. (3) The reactants are [C:1]1([N:7]2[C:19]3[CH:18]=[CH:17][CH:16]=[CH:15][C:14]=3[C:13]3[C:8]2=[CH:9][CH:10]=[CH:11][CH:12]=3)[CH:6]=[CH:5][CH:4]=[CH:3][CH:2]=1.[Br:20]N1C(=O)CCC1=O. The catalyst is C(O)(=O)C. The product is [Br:20][C:16]1[CH:17]=[CH:18][C:19]2[N:7]([C:1]3[CH:2]=[CH:3][CH:4]=[CH:5][CH:6]=3)[C:8]3[C:13]([C:14]=2[CH:15]=1)=[CH:12][CH:11]=[CH:10][CH:9]=3. The yield is 0.880. (4) The reactants are [F:1][C:2]1[CH:16]=[CH:15][CH:14]=[CH:13][C:3]=1[O:4][C:5]1[N:10]=[CH:9][C:8]([CH:11]=O)=[CH:7][CH:6]=1.[N+:17]([CH3:20])([O-:19])=[O:18].C([O-])(=O)C.[NH4+].[BH4-].[Na+]. The catalyst is O.C(O)(=O)C. The product is [F:1][C:2]1[CH:16]=[CH:15][CH:14]=[CH:13][C:3]=1[O:4][C:5]1[CH:6]=[CH:7][C:8]([CH2:11][CH2:20][N+:17]([O-:19])=[O:18])=[CH:9][N:10]=1. The yield is 0.610. (5) The reactants are [CH3:1][O:2][C:3]1[CH:23]=[CH:22][C:6]([CH2:7][NH:8][S:9]([C:12]2[CH:21]=[CH:20][C:15]([C:16]([O:18][CH3:19])=[O:17])=[CH:14][CH:13]=2)(=[O:11])=[O:10])=[CH:5][CH:4]=1.C(=O)([O-])[O-].[Cs+].[Cs+].[F:30][C:31]1[CH:38]=[CH:37][C:34]([CH2:35]Br)=[CH:33][CH:32]=1. The catalyst is CC(C)=O. The product is [F:30][C:31]1[CH:38]=[CH:37][C:34]([CH2:35][N:8]([CH2:7][C:6]2[CH:22]=[CH:23][C:3]([O:2][CH3:1])=[CH:4][CH:5]=2)[S:9]([C:12]2[CH:13]=[CH:14][C:15]([C:16]([O:18][CH3:19])=[O:17])=[CH:20][CH:21]=2)(=[O:11])=[O:10])=[CH:33][CH:32]=1. The yield is 0.650. (6) The reactants are [Br:1][C:2]1[CH:7]=[CH:6][C:5]([F:8])=[CH:4][C:3]=1[F:9].[Br:10]Br.[O-]S([O-])(=S)=O.[Na+].[Na+]. The catalyst is C(Cl)Cl.[Fe]. The product is [Br:1][C:2]1[CH:7]=[C:6]([Br:10])[C:5]([F:8])=[CH:4][C:3]=1[F:9]. The yield is 0.860. (7) The reactants are [C:1]([C:5]1[CH:10]=[C:9](Br)[C:8]([N+:12]([O-:14])=[O:13])=[CH:7][C:6]=1[O:15][CH2:16][C:17]1[CH:22]=[CH:21][CH:20]=[CH:19][CH:18]=1)([CH3:4])([CH3:3])[CH3:2].[F-:23].[K+].[K+].[Br-].Cl[C:28]([F:34])([F:33])C(OC)=O. The catalyst is O.[Cu]I.CN(C=O)C. The product is [C:1]([C:5]1[CH:10]=[C:9]([C:28]([F:34])([F:23])[F:33])[C:8]([N+:12]([O-:14])=[O:13])=[CH:7][C:6]=1[O:15][CH2:16][C:17]1[CH:22]=[CH:21][CH:20]=[CH:19][CH:18]=1)([CH3:4])([CH3:3])[CH3:2]. The yield is 0.670.